From a dataset of Reaction yield outcomes from USPTO patents with 853,638 reactions. Predict the reaction yield, written as a fraction of the theoretical maximum amount of product (1.0 means a 100% yield; for example, 0.34 means a 34% yield). (1) The reactants are [Cl:1][C:2]1[C:3]2[C:4]3[CH2:5][C@H:6]([CH2:15][CH2:16][OH:17])[CH2:7][CH2:8][C:9]=3[S:10][C:11]=2[N:12]=[CH:13][N:14]=1.[CH3:18][C:19]([Si:22](Cl)([CH3:24])[CH3:23])([CH3:21])[CH3:20].N1C=CN=C1. The product is [Si:22]([O:17][CH2:16][CH2:15][C@H:6]1[CH2:5][C:4]2[C:3]3[C:2]([Cl:1])=[N:14][CH:13]=[N:12][C:11]=3[S:10][C:9]=2[CH2:8][CH2:7]1)([C:19]([CH3:21])([CH3:20])[CH3:18])([CH3:24])[CH3:23]. The catalyst is CN(C=O)C. The yield is 0.980. (2) The reactants are [O:1]=[C:2]1[C:7]2[CH:8]=[CH:9][C:10]([C:12]([F:15])([F:14])[F:13])=[CH:11][C:6]=2[S:5][C:4]([C:16]2[N:21]=[C:20]([CH2:22][CH2:23][C:24]([O:26]C(C)(C)C)=[O:25])[CH:19]=[CH:18][CH:17]=2)=[N:3]1.FC(F)(F)C(O)=O. No catalyst specified. The product is [O:1]=[C:2]1[C:7]2[CH:8]=[CH:9][C:10]([C:12]([F:14])([F:13])[F:15])=[CH:11][C:6]=2[S:5][C:4]([C:16]2[N:21]=[C:20]([CH2:22][CH2:23][C:24]([OH:26])=[O:25])[CH:19]=[CH:18][CH:17]=2)=[N:3]1. The yield is 0.880.